This data is from NCI-60 drug combinations with 297,098 pairs across 59 cell lines. The task is: Regression. Given two drug SMILES strings and cell line genomic features, predict the synergy score measuring deviation from expected non-interaction effect. (1) Drug 1: C1=CC(=CC=C1CC(C(=O)O)N)N(CCCl)CCCl.Cl. Drug 2: C(CC(=O)O)C(=O)CN.Cl. Cell line: NCI-H322M. Synergy scores: CSS=10.2, Synergy_ZIP=-3.81, Synergy_Bliss=-6.56, Synergy_Loewe=-10.2, Synergy_HSA=-9.93. (2) Drug 1: CN(C)N=NC1=C(NC=N1)C(=O)N. Drug 2: C1=NNC2=C1C(=O)NC=N2. Cell line: UACC-257. Synergy scores: CSS=-3.72, Synergy_ZIP=2.57, Synergy_Bliss=-2.49, Synergy_Loewe=-8.76, Synergy_HSA=-8.29. (3) Drug 1: C1CCC(CC1)NC(=O)N(CCCl)N=O. Drug 2: C1=NNC2=C1C(=O)NC=N2. Cell line: MDA-MB-435. Synergy scores: CSS=-5.82, Synergy_ZIP=0.0102, Synergy_Bliss=-3.41, Synergy_Loewe=-8.88, Synergy_HSA=-7.97. (4) Drug 1: C(CC(=O)O)C(=O)CN.Cl. Drug 2: C(CN)CNCCSP(=O)(O)O. Cell line: HT29. Synergy scores: CSS=6.49, Synergy_ZIP=5.81, Synergy_Bliss=1.57, Synergy_Loewe=-0.928, Synergy_HSA=-1.05. (5) Cell line: RXF 393. Synergy scores: CSS=27.5, Synergy_ZIP=-0.896, Synergy_Bliss=9.95, Synergy_Loewe=10.1, Synergy_HSA=11.7. Drug 1: CS(=O)(=O)C1=CC(=C(C=C1)C(=O)NC2=CC(=C(C=C2)Cl)C3=CC=CC=N3)Cl. Drug 2: CC1C(C(CC(O1)OC2CC(CC3=C2C(=C4C(=C3O)C(=O)C5=C(C4=O)C(=CC=C5)OC)O)(C(=O)C)O)N)O.Cl. (6) Drug 1: CN1CCC(CC1)COC2=C(C=C3C(=C2)N=CN=C3NC4=C(C=C(C=C4)Br)F)OC. Drug 2: C1CCC(C(C1)N)N.C(=O)(C(=O)[O-])[O-].[Pt+4]. Synergy scores: CSS=11.4, Synergy_ZIP=2.79, Synergy_Bliss=10.0, Synergy_Loewe=4.83, Synergy_HSA=6.39. Cell line: SK-MEL-28. (7) Drug 1: CCCS(=O)(=O)NC1=C(C(=C(C=C1)F)C(=O)C2=CNC3=C2C=C(C=N3)C4=CC=C(C=C4)Cl)F. Drug 2: CC1=C2C(C(=O)C3(C(CC4C(C3C(C(C2(C)C)(CC1OC(=O)C(C(C5=CC=CC=C5)NC(=O)C6=CC=CC=C6)O)O)OC(=O)C7=CC=CC=C7)(CO4)OC(=O)C)O)C)OC(=O)C. Cell line: M14. Synergy scores: CSS=58.0, Synergy_ZIP=5.57, Synergy_Bliss=4.38, Synergy_Loewe=-1.32, Synergy_HSA=7.30. (8) Drug 1: CC=C1C(=O)NC(C(=O)OC2CC(=O)NC(C(=O)NC(CSSCCC=C2)C(=O)N1)C(C)C)C(C)C. Drug 2: CC1=C(N=C(N=C1N)C(CC(=O)N)NCC(C(=O)N)N)C(=O)NC(C(C2=CN=CN2)OC3C(C(C(C(O3)CO)O)O)OC4C(C(C(C(O4)CO)O)OC(=O)N)O)C(=O)NC(C)C(C(C)C(=O)NC(C(C)O)C(=O)NCCC5=NC(=CS5)C6=NC(=CS6)C(=O)NCCC[S+](C)C)O. Cell line: M14. Synergy scores: CSS=42.4, Synergy_ZIP=1.63, Synergy_Bliss=4.76, Synergy_Loewe=5.56, Synergy_HSA=6.08. (9) Drug 1: CS(=O)(=O)C1=CC(=C(C=C1)C(=O)NC2=CC(=C(C=C2)Cl)C3=CC=CC=N3)Cl. Drug 2: CC1=C(N=C(N=C1N)C(CC(=O)N)NCC(C(=O)N)N)C(=O)NC(C(C2=CN=CN2)OC3C(C(C(C(O3)CO)O)O)OC4C(C(C(C(O4)CO)O)OC(=O)N)O)C(=O)NC(C)C(C(C)C(=O)NC(C(C)O)C(=O)NCCC5=NC(=CS5)C6=NC(=CS6)C(=O)NCCC[S+](C)C)O. Cell line: MDA-MB-435. Synergy scores: CSS=-8.41, Synergy_ZIP=3.20, Synergy_Bliss=-4.64, Synergy_Loewe=-13.8, Synergy_HSA=-12.3. (10) Drug 1: C1=NC2=C(N=C(N=C2N1C3C(C(C(O3)CO)O)O)F)N. Drug 2: C1CNP(=O)(OC1)N(CCCl)CCCl. Cell line: 786-0. Synergy scores: CSS=-6.13, Synergy_ZIP=2.20, Synergy_Bliss=-0.863, Synergy_Loewe=-4.66, Synergy_HSA=-5.17.